This data is from Clinical trial toxicity outcomes and FDA approval status for drugs. The task is: Regression/Classification. Given a drug SMILES string, predict its toxicity properties. Task type varies by dataset: regression for continuous values (e.g., LD50, hERG inhibition percentage) or binary classification for toxic/non-toxic outcomes (e.g., AMES mutagenicity, cardiotoxicity, hepatotoxicity). Dataset: clintox. (1) The molecule is COc1ccccc1OCC(O)COC(N)=O. The result is 0 (passed clinical trial). (2) The molecule is CC(C)(C#N)c1cc(Cn2cncn2)cc(C(C)(C)C#N)c1. The result is 0 (passed clinical trial). (3) The compound is O=P([O-])([O-])C(O)(Cn1ccnc1)P(=O)([O-])[O-]. The result is 0 (passed clinical trial). (4) The molecule is O=C([O-])CCC[NH+]1CCC(O[C@@H](c2ccc(Cl)cc2)c2ccccn2)CC1. The result is 0 (passed clinical trial). (5) The compound is NS(=O)(=O)c1cc2c(cc1Cl)NC(C(Cl)Cl)NS2(=O)=O. The result is 0 (passed clinical trial).